Dataset: Forward reaction prediction with 1.9M reactions from USPTO patents (1976-2016). Task: Predict the product of the given reaction. (1) Given the reactants [C:1]([C:4]1[O:8][C:7]2[C:9](Br)=[CH:10][CH:11]=[CH:12][C:6]=2[CH:5]=1)(=[O:3])[CH3:2].[CH2:14]([O:17][C:18]1[C:23]([C:24]([CH3:27])([CH3:26])[CH3:25])=[CH:22][C:21]([CH2:28][CH3:29])=[CH:20][C:19]=1B(O)O)[CH2:15][CH3:16].C(O)C.C([O-])([O-])=O.[Na+].[Na+], predict the reaction product. The product is: [C:1]([C:4]1[O:8][C:7]2[C:9]([C:19]3[CH:20]=[C:21]([CH2:28][CH3:29])[CH:22]=[C:23]([C:24]([CH3:26])([CH3:25])[CH3:27])[C:18]=3[O:17][CH2:14][CH2:15][CH3:16])=[CH:10][CH:11]=[CH:12][C:6]=2[CH:5]=1)(=[O:3])[CH3:2]. (2) Given the reactants Br[C:2]1[CH:3]=[CH:4][C:5]2[CH:6]([CH:18]3[CH2:24][CH:23]4[N:25]([C:26](=[O:31])[C:27]([F:30])([F:29])[F:28])[CH:20]([CH2:21][CH2:22]4)[CH2:19]3)[C:7]3[C:12]([O:13][C:14]=2[CH:15]=1)=[C:11]([O:16][CH3:17])[CH:10]=[CH:9][CH:8]=3.[N:32]1[CH:37]=[CH:36][CH:35]=[C:34](B(O)O)[CH:33]=1.C(=O)([O-])[O-].[Na+].[Na+].O, predict the reaction product. The product is: [F:28][C:27]([F:29])([F:30])[C:26]([N:25]1[CH:20]2[CH2:21][CH2:22][CH:23]1[CH2:24][CH:18]([CH:6]1[C:5]3[CH:4]=[CH:3][C:2]([C:34]4[CH:33]=[N:32][CH:37]=[CH:36][CH:35]=4)=[CH:15][C:14]=3[O:13][C:12]3[C:7]1=[CH:8][CH:9]=[CH:10][C:11]=3[O:16][CH3:17])[CH2:19]2)=[O:31]. (3) Given the reactants [Cl:1][C:2]1[C:9]([C:10]([F:13])([F:12])[F:11])=[CH:8][CH:7]=[CH:6][C:3]=1[CH:4]=[O:5].[CH3:14][Mg]Br.[NH4+].[Cl-], predict the reaction product. The product is: [Cl:1][C:2]1[C:9]([C:10]([F:11])([F:12])[F:13])=[CH:8][CH:7]=[CH:6][C:3]=1[CH:4]([OH:5])[CH3:14]. (4) Given the reactants [CH3:1][O:2][C:3]([C:5]1([CH2:17][N:18]([CH3:20])[CH3:19])[CH2:9][CH2:8][N:7](CC2C=CC=CC=2)[CH2:6]1)=[O:4].[H][H], predict the reaction product. The product is: [CH3:1][O:2][C:3]([C:5]1([CH2:17][N:18]([CH3:19])[CH3:20])[CH2:9][CH2:8][NH:7][CH2:6]1)=[O:4]. (5) Given the reactants [CH:1]1([C:4]2[CH:5]=[C:6](B3OC(C)(C)C(C)(C)O3)[CH:7]=[CH:8][C:9]=2[F:10])[CH2:3][CH2:2]1.[Cl:20][C:21]1[N:26]=[C:25](Cl)[N:24]=[C:23]([O:28][CH3:29])[N:22]=1.C(=O)([O-])[O-].[Na+].[Na+].O, predict the reaction product. The product is: [Cl:20][C:21]1[N:26]=[C:25]([C:6]2[CH:7]=[CH:8][C:9]([F:10])=[C:4]([CH:1]3[CH2:2][CH2:3]3)[CH:5]=2)[N:24]=[C:23]([O:28][CH3:29])[N:22]=1.